Predict the reactants needed to synthesize the given product. From a dataset of Full USPTO retrosynthesis dataset with 1.9M reactions from patents (1976-2016). (1) The reactants are: [CH3:1][O:2][C:3](=[O:11])[C:4]1[CH:9]=[C:8]([NH2:10])[CH:7]=[N:6][CH:5]=1.[Br:12][C:13]1[CH:14]=[CH:15][C:16]([O:23][CH3:24])=[C:17]([S:19](Cl)(=[O:21])=[O:20])[CH:18]=1. Given the product [CH3:1][O:2][C:3](=[O:11])[C:4]1[CH:9]=[C:8]([NH:10][S:19]([C:17]2[CH:18]=[C:13]([Br:12])[CH:14]=[CH:15][C:16]=2[O:23][CH3:24])(=[O:20])=[O:21])[CH:7]=[N:6][CH:5]=1, predict the reactants needed to synthesize it. (2) Given the product [CH3:20][S:21]([O:10][CH2:9][CH2:8][C:7]1[C:2]([Cl:1])=[N:3][C:4]([S:18][CH3:19])=[N:5][C:6]=1[NH:11][CH:12]1[CH2:13][C:14]([F:16])([F:17])[CH2:15]1)(=[O:23])=[O:22], predict the reactants needed to synthesize it. The reactants are: [Cl:1][C:2]1[C:7]([CH2:8][CH2:9][OH:10])=[C:6]([NH:11][CH:12]2[CH2:15][C:14]([F:17])([F:16])[CH2:13]2)[N:5]=[C:4]([S:18][CH3:19])[N:3]=1.[CH3:20][S:21](Cl)(=[O:23])=[O:22]. (3) Given the product [CH3:1][O:2][C:3]1[CH:4]=[CH:5][C:6]([CH2:9][C:10]([N:12]([CH2:19][C:20]2[CH:21]=[CH:22][C:23]([CH3:26])=[CH:24][CH:25]=2)[CH:13]2[CH2:14][CH2:15][N:16]([CH:27]3[CH2:31][CH2:30][CH2:29][CH2:28]3)[CH2:17][CH2:18]2)=[O:11])=[CH:7][CH:8]=1, predict the reactants needed to synthesize it. The reactants are: [CH3:1][O:2][C:3]1[CH:8]=[CH:7][C:6]([CH2:9][C:10]([N:12]([CH2:19][C:20]2[CH:25]=[CH:24][C:23]([CH3:26])=[CH:22][CH:21]=2)[CH:13]2[CH2:18][CH2:17][NH:16][CH2:15][CH2:14]2)=[O:11])=[CH:5][CH:4]=1.[CH:27]1(Br)[CH2:31][CH2:30][CH2:29][CH2:28]1. (4) Given the product [CH3:30][C:29]([NH:32][C:4]([C:6]1[C:7]2[CH2:8][C@H:9]3[CH2:22][C@H:10]3[C:11]=2[N:12]([C:14]2[CH:19]=[CH:18][C:17]([F:20])=[CH:16][C:15]=2[F:21])[N:13]=1)=[O:3])([C:23]1[CH:28]=[CH:27][CH:26]=[CH:25][CH:24]=1)[CH3:31], predict the reactants needed to synthesize it. The reactants are: C([O:3][C:4]([C:6]1[C:7]2[CH2:8][C@H:9]3[CH2:22][C@H:10]3[C:11]=2[N:12]([C:14]2[CH:19]=[CH:18][C:17]([F:20])=[CH:16][C:15]=2[F:21])[N:13]=1)=O)C.[C:23]1([C:29]([NH2:32])([CH3:31])[CH3:30])[CH:28]=[CH:27][CH:26]=[CH:25][CH:24]=1.